Predict the reaction yield, written as a fraction of the theoretical maximum amount of product (1.0 means a 100% yield; for example, 0.34 means a 34% yield). From a dataset of Reaction yield outcomes from USPTO patents with 853,638 reactions. The yield is 0.230. The reactants are Br[C:2]1[CH:11]=[CH:10][C:5]([C:6]([O:8][CH3:9])=[O:7])=[CH:4][C:3]=1[CH3:12].[Br:13][C:14]1[CH:19]=[CH:18][C:17](I)=[CH:16][CH:15]=1. No catalyst specified. The product is [Br:13][C:14]1[CH:19]=[CH:18][C:17]([C:2]2[CH:11]=[CH:10][C:5]([C:6]([O:8][CH3:9])=[O:7])=[CH:4][C:3]=2[CH3:12])=[CH:16][CH:15]=1.